This data is from CYP3A4 inhibition data for predicting drug metabolism from PubChem BioAssay. The task is: Regression/Classification. Given a drug SMILES string, predict its absorption, distribution, metabolism, or excretion properties. Task type varies by dataset: regression for continuous measurements (e.g., permeability, clearance, half-life) or binary classification for categorical outcomes (e.g., BBB penetration, CYP inhibition). Dataset: cyp3a4_veith. (1) The drug is Cn1c(=O)c2c(nc(N/N=C\c3ccccc3C(=O)O)n2C)n(C)c1=O. The result is 0 (non-inhibitor). (2) The result is 1 (inhibitor). The molecule is CCOC(=O)N1CCC(NC(=O)CCC(=O)N2CC(C)Oc3ccc(C)cc32)CC1.